This data is from Reaction yield outcomes from USPTO patents with 853,638 reactions. The task is: Predict the reaction yield, written as a fraction of the theoretical maximum amount of product (1.0 means a 100% yield; for example, 0.34 means a 34% yield). The reactants are [CH3:1][O:2][C:3]([C:5]1[CH:6]=[C:7]2[C:12](=[CH:13][CH:14]=1)[N:11]=[CH:10][C:9]([O:15][C:16]1[C:21]([Cl:22])=[CH:20][C:19]([NH2:23])=[CH:18][C:17]=1[Cl:24])=[CH:8]2)=[O:4].[Cl:25][C:26]1[CH:31]=[C:30]([Cl:32])[CH:29]=[CH:28][C:27]=1[S:33](Cl)(=[O:35])=[O:34].N1C=CC=CC=1.C([O-])(O)=O.[Na+]. No catalyst specified. The product is [CH3:1][O:2][C:3]([C:5]1[CH:6]=[C:7]2[C:12](=[CH:13][CH:14]=1)[N:11]=[CH:10][C:9]([O:15][C:16]1[C:17]([Cl:24])=[CH:18][C:19]([NH:23][S:33]([C:27]3[CH:28]=[CH:29][C:30]([Cl:32])=[CH:31][C:26]=3[Cl:25])(=[O:35])=[O:34])=[CH:20][C:21]=1[Cl:22])=[CH:8]2)=[O:4]. The yield is 0.410.